Dataset: HIV replication inhibition screening data with 41,000+ compounds from the AIDS Antiviral Screen. Task: Binary Classification. Given a drug SMILES string, predict its activity (active/inactive) in a high-throughput screening assay against a specified biological target. (1) The compound is C=C1CC2CC(O)CC(C1)C2. The result is 0 (inactive). (2) The drug is [Cl-].c1ccc([P+](CCNCCNCC[P+](c2ccccc2)(c2ccccc2)c2ccccc2)(c2ccccc2)c2ccccc2)cc1. The result is 0 (inactive). (3) The result is 0 (inactive). The compound is CC(OC(C)(C)C)C1NC(=O)C(CCCCNC(=O)OC(C)(C)C)NC(=O)C(Cc2c[nH]c3ccccc23)NC(=O)C(Cc2ccccc2)NC(=O)C2CCCC2NC(=O)C(Cc2ccccc2)NC1=O. (4) The drug is Cc1cc(OC(F)(F)c2nc3ccccc3o2)cc(C)c1C. The result is 1 (active). (5) The result is 0 (inactive). The molecule is C[PH]1(C)CC[PH](c2ccccc2)(c2ccccc2)[Ni-2]1([ClH+])[ClH+]. (6) The drug is Cn1ccnc1SC(F)(F)c1nc2ccccc2o1. The result is 0 (inactive).